From a dataset of Forward reaction prediction with 1.9M reactions from USPTO patents (1976-2016). Predict the product of the given reaction. Given the reactants ClC1C(C(=O)N(CCCC)CCCC)=NN(C2C=CC(C(OCC)=O)=CC=2C(N2CCC3C(=CC=CC=3)C2)=O)C=1C.[Cl:42][C:43]1[C:44]([N:52]([CH2:56][CH2:57][CH3:58])[CH2:53][CH2:54][CH3:55])=[N:45][NH:46][C:47]=1[C:48]([F:51])([F:50])[F:49].F[C:60]1[CH:75]=[CH:74][C:63]([C:64]([O:66][CH2:67][C:68]2[CH:73]=[CH:72][CH:71]=[CH:70][CH:69]=2)=[O:65])=[CH:62][C:61]=1[C:76]([O:78][CH2:79][CH3:80])=[O:77], predict the reaction product. The product is: [Cl:42][C:43]1[C:44]([N:52]([CH2:56][CH2:57][CH3:58])[CH2:53][CH2:54][CH3:55])=[N:45][N:46]([C:60]2[CH:75]=[CH:74][C:63]([C:64]([O:66][CH2:67][C:68]3[CH:73]=[CH:72][CH:71]=[CH:70][CH:69]=3)=[O:65])=[CH:62][C:61]=2[C:76]([O:78][CH2:79][CH3:80])=[O:77])[C:47]=1[C:48]([F:50])([F:49])[F:51].